This data is from Reaction yield outcomes from USPTO patents with 853,638 reactions. The task is: Predict the reaction yield, written as a fraction of the theoretical maximum amount of product (1.0 means a 100% yield; for example, 0.34 means a 34% yield). The reactants are [CH:1]1([C:7](Cl)=[O:8])[CH2:6][CH2:5][CH2:4][CH2:3][CH2:2]1.N1C=CC=CC=1.C([O:23][C:24](=[O:42])[C@H:25]([CH2:27][C:28]1[CH:33]=[CH:32][C:31]([O:34]CC2C=CC=CC=2)=[CH:30][CH:29]=1)[NH2:26])C1C=CC=CC=1. The catalyst is CO.O1CCCC1.[Pd]. The product is [CH:1]1([C:7]([NH:26][C@H:25]([C:24]([OH:42])=[O:23])[CH2:27][C:28]2[CH:29]=[CH:30][C:31]([OH:34])=[CH:32][CH:33]=2)=[O:8])[CH2:6][CH2:5][CH2:4][CH2:3][CH2:2]1. The yield is 0.640.